This data is from Catalyst prediction with 721,799 reactions and 888 catalyst types from USPTO. The task is: Predict which catalyst facilitates the given reaction. (1) Reactant: [CH3:1][O:2][C:3]1[CH:4]=[C:5]([CH2:11][C:12]#[N:13])[CH:6]=[CH:7][C:8]=1[O:9][CH3:10].[CH3:14][CH:15]([CH3:21])[C:16](OCC)=[O:17].[O-]CC.[Na+]. Product: [CH3:1][O:2][C:3]1[CH:4]=[C:5]([CH:11]([C:16](=[O:17])[CH:15]([CH3:21])[CH3:14])[C:12]#[N:13])[CH:6]=[CH:7][C:8]=1[O:9][CH3:10]. The catalyst class is: 8. (2) Reactant: [C:1]([O:5][C:6]([NH:8][C@H:9]1[CH2:14][CH2:13][C@H:12](OS(C)(=O)=O)[CH2:11][CH2:10]1)=[O:7])([CH3:4])([CH3:3])[CH3:2].[N-:20]=[N+:21]=[N-:22].[Na+]. Product: [C:1]([O:5][C:6](=[O:7])[NH:8][C@H:9]1[CH2:14][CH2:13][C@@H:12]([N:20]=[N+:21]=[N-:22])[CH2:11][CH2:10]1)([CH3:4])([CH3:3])[CH3:2]. The catalyst class is: 197. (3) Reactant: [F:1][C:2]1[C:10]([O:11][C:12]2[CH:17]=[CH:16][CH:15]=[CH:14][CH:13]=2)=[CH:9][CH:8]=[CH:7][C:3]=1[C:4]([NH2:6])=O.[ClH:18]. Product: [ClH:18].[F:1][C:2]1[C:10]([O:11][C:12]2[CH:17]=[CH:16][CH:15]=[CH:14][CH:13]=2)=[CH:9][CH:8]=[CH:7][C:3]=1[CH2:4][NH2:6]. The catalyst class is: 1. (4) Reactant: [NH2:1][C:2]1[CH:3]=[C:4]([F:12])[CH:5]=[C:6]2[C:10]=1[NH:9][C:8](=[O:11])[CH2:7]2.[C:13](Cl)(=[O:15])[CH3:14]. Product: [F:12][C:4]1[CH:5]=[C:6]2[C:10](=[C:2]([NH:1][C:13](=[O:15])[CH3:14])[CH:3]=1)[NH:9][C:8](=[O:11])[CH2:7]2. The catalyst class is: 7.